From a dataset of Forward reaction prediction with 1.9M reactions from USPTO patents (1976-2016). Predict the product of the given reaction. (1) Given the reactants [CH:1]([CH:3]1[S:7][C:6]([C:8]2[NH:9][C:10]3[C:15]([CH:16]=2)=[CH:14][CH:13]=[CH:12][C:11]=3[N:17]([CH3:26])[S:18]([C:21]2[S:22][CH:23]=[CH:24][CH:25]=2)(=[O:20])=[O:19])=[N:5][CH2:4]1)=O.[NH:27]1[CH2:32][CH2:31][S:30](=[O:34])(=[O:33])[CH2:29][CH2:28]1.C(O[BH-](OC(=O)C)OC(=O)C)(=O)C.[Na+].C(=O)([O-])O.[Na+], predict the reaction product. The product is: [O:33]=[S:30]1(=[O:34])[CH2:31][CH2:32][N:27]([CH2:1][CH:3]2[S:7][C:6]([C:8]3[NH:9][C:10]4[C:15]([CH:16]=3)=[CH:14][CH:13]=[CH:12][C:11]=4[N:17]([CH3:26])[S:18]([C:21]3[S:22][CH:23]=[CH:24][CH:25]=3)(=[O:20])=[O:19])=[N:5][CH2:4]2)[CH2:28][CH2:29]1. (2) Given the reactants [OH:1][N:2]=[C:3]([CH:5]1[CH2:7][CH2:6]1)[NH2:4].C(O[C:13](=O)[CH2:14][CH:15]1[N:21]=[C:20]([C:22]2[CH:27]=[CH:26][C:25]([Cl:28])=[CH:24][CH:23]=2)[C:19]2=[C:29]([CH3:33])[N:30]([CH3:32])[CH:31]=[C:18]2[N:17]2[C:34]([CH3:37])=[N:35][N:36]=[C:16]12)(C)(C)C.C[O-].[Na+].O, predict the reaction product. The product is: [Cl:28][C:25]1[CH:24]=[CH:23][C:22]([C:20]2[C:19]3=[C:29]([CH3:33])[N:30]([CH3:32])[CH:31]=[C:18]3[N:17]3[C:34]([CH3:37])=[N:35][N:36]=[C:16]3[CH:15]([CH2:14][C:13]3[O:1][N:2]=[C:3]([CH:5]4[CH2:7][CH2:6]4)[N:4]=3)[N:21]=2)=[CH:27][CH:26]=1. (3) Given the reactants Cl[C:2]1[N:3]=[N:4][C:5]([Cl:15])=[C:6]([NH:8][C:9]2[CH:14]=[CH:13][CH:12]=[CH:11][CH:10]=2)[N:7]=1.[CH3:16][P:17]([C:20]1[CH:26]=[CH:25][C:23]([NH2:24])=[C:22]([O:27][CH3:28])[CH:21]=1)([CH3:19])=[O:18].C12(CS(O)(=O)=O)C(C)(C)C(CC1)CC2=O, predict the reaction product. The product is: [Cl:15][C:5]1[N:4]=[N:3][C:2]([NH:24][C:23]2[CH:25]=[CH:26][C:20]([P:17]([CH3:16])([CH3:19])=[O:18])=[CH:21][C:22]=2[O:27][CH3:28])=[N:7][C:6]=1[NH:8][C:9]1[CH:14]=[CH:13][CH:12]=[CH:11][CH:10]=1. (4) Given the reactants [OH-].[Li+].[F:3][CH:4]([F:29])[C:5]1[N:6]([C:17]2[C:26]3[C:21](=[CH:22][CH:23]=[CH:24][CH:25]=3)[C:20]([CH2:27][CH3:28])=[CH:19][CH:18]=2)[C:7]([S:10][CH2:11][C:12]([O:14]CC)=[O:13])=[N:8][N:9]=1, predict the reaction product. The product is: [F:29][CH:4]([F:3])[C:5]1[N:6]([C:17]2[C:26]3[C:21](=[CH:22][CH:23]=[CH:24][CH:25]=3)[C:20]([CH2:27][CH3:28])=[CH:19][CH:18]=2)[C:7]([S:10][CH2:11][C:12]([OH:14])=[O:13])=[N:8][N:9]=1. (5) Given the reactants [OH:1][C:2]1[C:3]([C:12]([NH:14][CH2:15][C:16]2[C:24]3[C:19](=[CH:20][CH:21]=[CH:22][CH:23]=3)[N:18](C(OC(C)(C)C)=O)[CH:17]=2)=[O:13])=[N:4][CH:5]=[C:6]2[C:11]=1[N:10]=[CH:9][CH:8]=[CH:7]2.FC(F)(F)C(O)=O, predict the reaction product. The product is: [OH:1][C:2]1[C:3]([C:12]([NH:14][CH2:15][C:16]2[C:24]3[C:19](=[CH:20][CH:21]=[CH:22][CH:23]=3)[NH:18][CH:17]=2)=[O:13])=[N:4][CH:5]=[C:6]2[C:11]=1[N:10]=[CH:9][CH:8]=[CH:7]2. (6) Given the reactants [H-].[Al+3].[Li+].[H-].[H-].[H-].[Cl:7][C:8]1[CH:13]=[CH:12][C:11]([CH:14]([NH:18][C:19](=[O:25])[O:20][C:21]([CH3:24])([CH3:23])[CH3:22])[CH2:15][C:16]#[N:17])=[CH:10][CH:9]=1, predict the reaction product. The product is: [NH2:17][CH2:16][CH2:15][CH:14]([NH:18][C:19](=[O:25])[O:20][C:21]([CH3:23])([CH3:22])[CH3:24])[C:11]1[CH:10]=[CH:9][C:8]([Cl:7])=[CH:13][CH:12]=1. (7) The product is: [I:13][C:9]1[CH:8]=[C:5]([CH:4]=[C:3]([CH3:10])[C:2]=1[OH:1])[CH:6]=[O:7]. Given the reactants [OH:1][C:2]1[CH:9]=[CH:8][C:5]([CH:6]=[O:7])=[CH:4][C:3]=1[CH3:10].[OH-].[Na+].[I:13]I, predict the reaction product.